Regression/Classification. Given a drug SMILES string, predict its absorption, distribution, metabolism, or excretion properties. Task type varies by dataset: regression for continuous measurements (e.g., permeability, clearance, half-life) or binary classification for categorical outcomes (e.g., BBB penetration, CYP inhibition). Dataset: cyp2c19_veith. From a dataset of CYP2C19 inhibition data for predicting drug metabolism from PubChem BioAssay. (1) The molecule is C[C@@H]1O[C@H]2C3=C(C(=O)[C@H]4O[C@@H]4[C@H]3O)[C@@H]1[C@@H]1[C@@H](C)OC=C3[C@H](O)[C@H]4O[C@@H]4/C(=N\OCc4ccccc4)[C@]312. The result is 1 (inhibitor). (2) The molecule is CCOC(=O)CN1C(=O)Nc2ccc(Br)cc2C1c1ccccc1. The result is 1 (inhibitor). (3) The compound is O=C1Nc2ccc(I)cc2/C1=C/c1cc(Br)c(O)c(Br)c1. The result is 0 (non-inhibitor). (4) The molecule is CN(CCc1ccc(Cl)c(Cl)c1)C[C@@H](O)COc1ccc(NS(C)(=O)=O)cc1. The result is 1 (inhibitor). (5) The compound is CC(C)[C@H](NC(=O)OC(C)(C)C)[C@@H](O)CC(=O)C(C)(C)C. The result is 0 (non-inhibitor). (6) The drug is Cc1ccc(-n2nc3ccc(NC(=O)c4ccc5c(c4)OCO5)cc3n2)cc1. The result is 0 (non-inhibitor). (7) The drug is O=C(Nc1nnc(C2CC2)s1)c1cc(S(=O)(=O)N2CCN(c3ccccc3)CC2)ccc1Cl. The result is 1 (inhibitor). (8) The compound is COc1cccc(C(=O)N/N=C/c2cn[nH]c2-c2ccc(OC)cc2OC)c1. The result is 1 (inhibitor). (9) The compound is CCCCCCC(C)n1cc(C(C)=O)c(=O)[nH]c1=O. The result is 1 (inhibitor). (10) The molecule is CN(C)Cc1ccccc1-c1nc(N(C)Cc2ccco2)c2ccccc2n1. The result is 0 (non-inhibitor).